From a dataset of NCI-60 drug combinations with 297,098 pairs across 59 cell lines. Regression. Given two drug SMILES strings and cell line genomic features, predict the synergy score measuring deviation from expected non-interaction effect. (1) Drug 1: CCC1=CC2CC(C3=C(CN(C2)C1)C4=CC=CC=C4N3)(C5=C(C=C6C(=C5)C78CCN9C7C(C=CC9)(C(C(C8N6C)(C(=O)OC)O)OC(=O)C)CC)OC)C(=O)OC.C(C(C(=O)O)O)(C(=O)O)O. Drug 2: CC1=CC=C(C=C1)C2=CC(=NN2C3=CC=C(C=C3)S(=O)(=O)N)C(F)(F)F. Cell line: HS 578T. Synergy scores: CSS=61.8, Synergy_ZIP=2.78, Synergy_Bliss=6.66, Synergy_Loewe=-41.0, Synergy_HSA=5.53. (2) Drug 1: CC1=C(C=C(C=C1)C(=O)NC2=CC(=CC(=C2)C(F)(F)F)N3C=C(N=C3)C)NC4=NC=CC(=N4)C5=CN=CC=C5. Drug 2: CCN(CC)CCCC(C)NC1=C2C=C(C=CC2=NC3=C1C=CC(=C3)Cl)OC. Cell line: NCI-H522. Synergy scores: CSS=21.5, Synergy_ZIP=-4.98, Synergy_Bliss=-5.93, Synergy_Loewe=-3.09, Synergy_HSA=-1.44.